Dataset: Catalyst prediction with 721,799 reactions and 888 catalyst types from USPTO. Task: Predict which catalyst facilitates the given reaction. (1) Reactant: [CH3:1][S:2](Cl)(=[O:4])=[O:3].CCN(CC)CC.Cl.[NH2:14][CH2:15][CH2:16][CH2:17][O:18][C:19]1[C:24]2[B:25]([OH:32])[O:26][CH:27]([CH2:28][N+:29]([O-:31])=[O:30])[C:23]=2[CH:22]=[CH:21][CH:20]=1. Product: [OH:32][B:25]1[C:24]2[C:19]([O:18][CH2:17][CH2:16][CH2:15][NH:14][S:2]([CH3:1])(=[O:4])=[O:3])=[CH:20][CH:21]=[CH:22][C:23]=2[CH:27]([CH2:28][N+:29]([O-:31])=[O:30])[O:26]1. The catalyst class is: 2. (2) Reactant: [CH:1]1[C:13]2[CH2:12][CH:11]3[CH:6]([CH2:7][CH2:8][CH2:9][CH2:10]3)[C:5]=2[CH:4]=[CH:3][C:2]=1[O:14][CH2:15][C@H:16]1[O:20][C:19]([NH2:21])=[N:18][CH2:17]1.C1O[C@H]1CCl.[CH:27]1[C:39]2CC3C(CCCC3)[C:31]=2[CH:30]=C[C:28]=1[OH:40].C(OCC)(=O)C#CCC. Product: [CH2:31]([C:39]1[N:18]2[CH2:17][C@@H:16]([CH2:15][O:14][C:2]3[CH:3]=[CH:4][C:5]4[CH:6]5[CH:11]([CH2:10][CH2:9][CH2:8][CH2:7]5)[CH2:12][C:13]=4[CH:1]=3)[O:20][C:19]2=[N:21][C:28](=[O:40])[CH:27]=1)[CH3:30]. The catalyst class is: 8. (3) Reactant: [C:1]([NH:9][NH2:10])(=[O:8])[C:2]1[CH:7]=[CH:6][CH:5]=[CH:4][CH:3]=1.[CH:11](=O)[CH2:12][CH2:13][CH2:14][CH2:15][CH2:16][CH2:17][CH2:18][CH2:19][CH:20]=[CH2:21]. Product: [CH:21](=[N:10]/[NH:9][C:1](=[O:8])[C:2]1[CH:7]=[CH:6][CH:5]=[CH:4][CH:3]=1)\[CH2:20][CH2:19][CH2:18][CH2:17][CH2:16][CH2:15][CH2:14][CH2:13][CH:12]=[CH2:11]. The catalyst class is: 8. (4) Reactant: [Cl:1][C:2]1[CH:10]=[C:9]2[C:5]([C:6]3([CH2:13][CH2:12]3)[C:7](=O)[NH:8]2)=[CH:4][CH:3]=1.CO. Product: [Cl:1][C:2]1[CH:10]=[C:9]2[C:5]([C:6]3([CH2:13][CH2:12]3)[CH2:7][NH:8]2)=[CH:4][CH:3]=1. The catalyst class is: 1. (5) Reactant: Br[C:2]1[C:3]([NH2:9])=[N:4][C:5](=[O:8])[NH:6][CH:7]=1.[NH:10]1[CH2:15][CH2:14][CH2:13][CH2:12][CH2:11]1.C(Cl)Cl. Product: [NH2:9][C:3]1[NH:4][C:5](=[O:8])[N:6]=[CH:7][C:2]=1[N:10]1[CH2:15][CH2:14][CH2:13][CH2:12][CH2:11]1. The catalyst class is: 6. (6) Reactant: [CH3:1][O:2][C:3]1[N:8]2[CH:9]=[CH:10][N:11]=[C:7]2[CH:6]=[C:5]([CH3:12])[CH:4]=1.C1C(=O)N([Br:20])C(=O)C1. Product: [Br:20][C:9]1[N:8]2[C:3]([O:2][CH3:1])=[CH:4][C:5]([CH3:12])=[CH:6][C:7]2=[N:11][CH:10]=1. The catalyst class is: 53. (7) Reactant: [CH2:1]([C:3]1[CH:4]=[N:5][C:6]([NH:9][C:10]2[CH:15]=[CH:14][C:13]([O:16][C:17]([F:20])([F:19])[F:18])=[CH:12][CH:11]=2)=[N:7][CH:8]=1)[CH3:2].FC(F)(F)O[C:24]1[CH:29]=[CH:28][C:27]([NH2:30])=CC=1.Cl[C:34]1N=CC(CC)=CN=1.C1C=CC(P([C:69]2[C:70]([C:65]3[C:74](P(C4C=CC=CC=4)C4C=CC=CC=4)=C[CH:72]=[C:71]4[C:66]=3[CH:67]=[CH:68][CH:69]=[CH:70]4)=[C:71]3[C:66]([CH:65]=[CH:74]C=[CH:72]3)=[CH:67][CH:68]=2)C2C=CC=CC=2)=CC=1.[C:88]([O-:91])([O-])=[O:89].[Cs+].[Cs+]. Product: [CH2:1]([C:3]1[CH:8]=[N:7][C:6]([N:9]([C:10]2[CH:11]=[CH:12][C:13]([O:16][C:17]([F:19])([F:20])[F:18])=[CH:14][CH:15]=2)[CH2:24][CH2:29][CH2:28][CH2:27][N:30]2[CH2:74][CH2:65][C:66]3[C:71](=[CH:70][C:69]([CH2:34][C:88]([OH:91])=[O:89])=[CH:68][CH:67]=3)[CH2:72]2)=[N:5][CH:4]=1)[CH3:2]. The catalyst class is: 11. (8) Reactant: [NH2:1][C:2]1[O:6][N:5]=[C:4]([CH3:7])[C:3]=1[C:8]1[CH:13]=[CH:12][C:11]([N:14]2[CH2:19][CH2:18][N:17]([C:20]([O:22][C:23]([CH3:26])([CH3:25])[CH3:24])=[O:21])[CH2:16][CH2:15]2)=[CH:10][CH:9]=1.Cl[C:28]([O:30][CH2:31][C:32]([Cl:35])([Cl:34])[Cl:33])=[O:29].CCOCC.Cl. Product: [CH3:7][C:4]1[C:3]([C:8]2[CH:9]=[CH:10][C:11]([N:14]3[CH2:15][CH2:16][N:17]([C:20]([O:22][C:23]([CH3:26])([CH3:25])[CH3:24])=[O:21])[CH2:18][CH2:19]3)=[CH:12][CH:13]=2)=[C:2]([NH:1][C:28]([O:30][CH2:31][C:32]([Cl:35])([Cl:34])[Cl:33])=[O:29])[O:6][N:5]=1. The catalyst class is: 79. (9) Reactant: [CH3:1][O:2][CH:3]1[CH2:7][CH2:6][N:5]([C:8]2[CH:13]=[CH:12][C:11]([N+:14]([O-])=O)=[CH:10][N:9]=2)[CH2:4]1. Product: [CH3:1][O:2][CH:3]1[CH2:7][CH2:6][N:5]([C:8]2[N:9]=[CH:10][C:11]([NH2:14])=[CH:12][CH:13]=2)[CH2:4]1. The catalyst class is: 99.